Predict the reaction yield, written as a fraction of the theoretical maximum amount of product (1.0 means a 100% yield; for example, 0.34 means a 34% yield). From a dataset of Reaction yield outcomes from USPTO patents with 853,638 reactions. (1) The catalyst is C(Cl)Cl.C=CC1C=CC=CC=1.C1C=CC(P(C2C=CC=CC=2)C2C=CC=CC=2)=CC=1.C1C=CC(P(C2C=CC=CC=2)C2C=CC=CC=2)=CC=1.Cl[Ru]Cl. The yield is 0.920. The product is [CH2:1]([O:8][C:9]([N:10]1[CH2:11][CH:12]=[CH:13][CH2:14][CH2:15][CH:17]1[CH3:18])=[O:20])[C:2]1[CH:3]=[CH:4][CH:5]=[CH:6][CH:7]=1. The reactants are [CH2:1]([O:8][C:9](=[O:20])[N:10]([CH2:17][CH:18]=C)[CH:11](C)[CH2:12][CH2:13][CH:14]=[CH2:15])[C:2]1[CH:7]=[CH:6][CH:5]=[CH:4][CH:3]=1. (2) The yield is 0.520. The reactants are [Cl:1][C:2]1[CH:3]=[CH:4][C:5]2[O:9][C:8]([C:10]3[CH:15]=[CH:14][C:13]([F:16])=[CH:12][CH:11]=3)=[C:7]([CH:17]=O)[C:6]=2[C:19]=1[F:20].[CH2:21]([NH2:24])[CH2:22][NH2:23].C(=O)([O-])[O-].[K+].[K+].II. The product is [Cl:1][C:2]1[CH:3]=[CH:4][C:5]2[O:9][C:8]([C:10]3[CH:15]=[CH:14][C:13]([F:16])=[CH:12][CH:11]=3)=[C:7]([C:17]3[NH:23][CH2:22][CH2:21][N:24]=3)[C:6]=2[C:19]=1[F:20]. The catalyst is CC(O)(C)C. (3) The catalyst is CO.O. The yield is 1.00. The reactants are FC1C=C(C2C=CC=CC=2S(C)(=O)=O)C=CC=1NC(C1N([C:16]2[CH:24]=[CH:23][C:22]([O:25][CH3:26])=[CH:21][C:17]=2[C:18]([OH:20])=[O:19])N=C(C(F)(F)F)C=1)=O.COC(=O)C1C=C(OC)C=CC=1N1C(C(=O)NC2C=CC(C3C=CC=CC=3S(C)(=O)=O)=CC=2F)=CC(C(F)(F)F)=N1.[OH-].[Na+].Cl. The product is [CH3:26][O:25][C:22]1[CH:23]=[CH:24][CH:16]=[C:17]([CH:21]=1)[C:18]([OH:20])=[O:19]. (4) The reactants are Cl[C:2]1[N:7]2[N:8]=[C:9]([C:14]3[CH:19]=[CH:18][C:17]([F:20])=[CH:16][CH:15]=3)[C:10]([C:11](=[O:13])[CH3:12])=[C:6]2[CH:5]=[CH:4][CH:3]=1.C(=O)([O-])[O-].[K+].[K+]. The catalyst is C(N)CCC. The product is [CH2:6]([NH:7][C:2]1[N:7]2[N:8]=[C:9]([C:14]3[CH:19]=[CH:18][C:17]([F:20])=[CH:16][CH:15]=3)[C:10]([C:11](=[O:13])[CH3:12])=[C:6]2[CH:5]=[CH:4][CH:3]=1)[CH2:5][CH2:4][CH3:3]. The yield is 0.840. (5) The reactants are [F:1][C:2]1[CH:7]=[CH:6][C:5]([N:8]2[C:12]([O:13][CH:14]([CH3:16])[CH3:15])=[C:11]([NH2:17])[CH:10]=[N:9]2)=[CH:4][CH:3]=1.[CH3:18][C:19]1[N:20]([CH:28]([CH3:32])[C:29](O)=[O:30])[CH:21]=[C:22]([C:24]([F:27])([F:26])[F:25])[N:23]=1.CN(C(ON1N=NC2C=CC=NC1=2)=[N+](C)C)C.F[P-](F)(F)(F)(F)F.CCN(CC)CC. The catalyst is C(Cl)Cl.C(=O)(O)[O-].[Na+]. The product is [CH:14]([O:13][C:12]1[N:8]([C:5]2[CH:4]=[CH:3][C:2]([F:1])=[CH:7][CH:6]=2)[N:9]=[CH:10][C:11]=1[NH:17][C:29](=[O:30])[CH:28]([N:20]1[CH:21]=[C:22]([C:24]([F:25])([F:27])[F:26])[N:23]=[C:19]1[CH3:18])[CH3:32])([CH3:15])[CH3:16]. The yield is 0.520. (6) The reactants are [C:1]([C:5]1[N:9]([C:10]2[CH:15]=[CH:14][C:13]([F:16])=[CH:12][CH:11]=2)[N:8]=[CH:7][C:6]=1[NH2:17])([CH3:4])([CH3:3])[CH3:2].[CH3:18][C:19]1[N:20]([CH:28]([CH3:32])[C:29](O)=[O:30])[CH:21]=[C:22]([C:24]([F:27])([F:26])[F:25])[N:23]=1.C(N(C(C)C)CC)(C)C.CN(C(ON1N=NC2C=CC=NC1=2)=[N+](C)C)C.F[P-](F)(F)(F)(F)F. The catalyst is CN(C=O)C.O. The product is [C:1]([C:5]1[N:9]([C:10]2[CH:11]=[CH:12][C:13]([F:16])=[CH:14][CH:15]=2)[N:8]=[CH:7][C:6]=1[NH:17][C:29](=[O:30])[CH:28]([N:20]1[CH:21]=[C:22]([C:24]([F:25])([F:27])[F:26])[N:23]=[C:19]1[CH3:18])[CH3:32])([CH3:4])([CH3:2])[CH3:3]. The yield is 0.250. (7) The reactants are [CH2:1]([O:8][C:9]([N:11]1[C@H:16]([CH2:17][O:18][Si](C(C)(C)C)(C)C)[C@@H:15]2[C@H:26](OCC3C=CC=CC=3)[C@H:12]1[C@@H:13]([O:35]C)[O:14]2)=[O:10])[C:2]1[CH:7]=[CH:6][CH:5]=[CH:4][CH:3]=1.[BH4-].[Na+].[Cl-].[NH4+]. The catalyst is FC(F)(F)C(O)=O.O.O. The product is [CH2:1]([O:8][C:9]([N:11]1[C@H:16]([CH2:17][OH:18])[C@H:15]([OH:14])[C@H:26]([C:1](=[O:8])[C:2]2[CH:7]=[CH:6][CH:5]=[CH:4][CH:3]=2)[C@@H:12]1[CH2:13][OH:35])=[O:10])[C:2]1[CH:7]=[CH:6][CH:5]=[CH:4][CH:3]=1. The yield is 0.850.